The task is: Predict the reactants needed to synthesize the given product.. This data is from Full USPTO retrosynthesis dataset with 1.9M reactions from patents (1976-2016). (1) Given the product [C:2]1([N:8]2[CH:12]=[CH:11][CH:10]=[N:9]2)[CH:7]=[CH:6][CH:5]=[CH:4][CH:3]=1, predict the reactants needed to synthesize it. The reactants are: Br[C:2]1[CH:7]=[CH:6][CH:5]=[CH:4][CH:3]=1.[NH:8]1[CH:12]=[CH:11][CH:10]=[N:9]1. (2) The reactants are: [Na+].[F:2][C:3]([F:19])([S:15]([O-:18])(=[O:17])=[O:16])[CH2:4][O:5][CH2:6][CH:7]([OH:14])[C:8]1[CH:13]=[CH:12][CH:11]=[CH:10][CH:9]=1.FC(F)(F)S([O-])(=O)=O.[C:28]1([SH+:34]([C:42]2[CH:47]=[CH:46][CH:45]=[CH:44][CH:43]=2)(C)[C:35]2[CH:40]=[CH:39][CH:38]=[CH:37][CH:36]=2)[CH:33]=[CH:32][CH:31]=[CH:30][CH:29]=1. Given the product [C:28]1([SH+:34]([C:42]2[CH:47]=[CH:46][CH:45]=[CH:44][CH:43]=2)([F:2])[C:35]2[CH:40]=[CH:39][CH:38]=[CH:37][CH:36]=2)[CH:33]=[CH:32][CH:31]=[CH:30][CH:29]=1.[F:19][C:3]([F:2])([S:15]([O-:18])(=[O:17])=[O:16])[CH2:4][O:5][CH2:6][CH:7]([OH:14])[C:8]1[CH:13]=[CH:12][CH:11]=[CH:10][CH:9]=1, predict the reactants needed to synthesize it. (3) The reactants are: [NH2:1][C:2]1[N:7]=[C:6]2[N:8]([C@@H:19]([C:21]3[CH:22]=[N:23][CH:24]=[CH:25][CH:26]=3)[CH3:20])[C:9](=[O:18])[N:10]([C:11]([O:13][C:14]([CH3:17])([CH3:16])[CH3:15])=[O:12])[C:5]2=[CH:4][CH:3]=1.F[C:28]1[CH:29]=[C:30]([CH:33]=[CH:34][C:35]=1[N+:36]([O-:38])=[O:37])[C:31]#[N:32].[H-].[Na+]. Given the product [C:31]([C:30]1[CH:33]=[CH:34][C:35]([N+:36]([O-:38])=[O:37])=[C:28]([NH:1][C:2]2[N:7]=[C:6]3[N:8]([C@@H:19]([C:21]4[CH:22]=[N:23][CH:24]=[CH:25][CH:26]=4)[CH3:20])[C:9](=[O:18])[N:10]([C:11]([O:13][C:14]([CH3:17])([CH3:15])[CH3:16])=[O:12])[C:5]3=[CH:4][CH:3]=2)[CH:29]=1)#[N:32], predict the reactants needed to synthesize it. (4) Given the product [C:5]1([S:8][CH2:27][C@H:25]([NH:21][C:2]2[CH:7]=[CH:6][C:5]([S:8](=[O:10])(=[O:9])[NH2:11])=[CH:4][C:3]=2[S:12]([C:15]([F:18])([F:17])[F:16])(=[O:14])=[O:13])[CH2:26][C:28]([O:31][CH3:32])=[O:30])[CH:6]=[CH:7][CH:2]=[CH:3][CH:4]=1, predict the reactants needed to synthesize it. The reactants are: F[C:2]1[CH:7]=[CH:6][C:5]([S:8]([NH2:11])(=[O:10])=[O:9])=[CH:4][C:3]=1[S:12]([C:15]([F:18])([F:17])[F:16])(=[O:14])=[O:13].CC[N:21]([CH:25]([CH3:27])[CH3:26])C(C)C.[C:28]([O:31][CH2:32]C)(=[O:30])C. (5) Given the product [CH3:1][O:2][C:3]1[CH:8]=[CH:7][C:6]([C:9]#[C:10][C:11]2[CH:12]=[N:13][CH:14]=[CH:15][C:16]=2[CH:17]=[N:20][OH:21])=[CH:5][CH:4]=1, predict the reactants needed to synthesize it. The reactants are: [CH3:1][O:2][C:3]1[CH:8]=[CH:7][C:6]([C:9]#[C:10][C:11]2[CH:12]=[N:13][CH:14]=[CH:15][C:16]=2[CH:17]=O)=[CH:5][CH:4]=1.Cl.[NH2:20][OH:21].C([O-])(=O)C.[Na+]. (6) Given the product [CH3:1][N:2]([CH3:17])[CH:3]([C:6]1[S:7][CH:8]=[C:9]([C:11]2[CH:16]=[CH:15][CH:14]=[CH:13][CH:12]=2)[N:10]=1)[CH2:4][NH:5][C:28](=[O:29])[C:27]1[CH:31]=[CH:32][CH:33]=[C:25]([C:22]2[N:21]=[C:20]([C:19]([F:35])([F:34])[F:18])[O:24][N:23]=2)[CH:26]=1, predict the reactants needed to synthesize it. The reactants are: [CH3:1][N:2]([CH3:17])[CH:3]([C:6]1[S:7][CH:8]=[C:9]([C:11]2[CH:16]=[CH:15][CH:14]=[CH:13][CH:12]=2)[N:10]=1)[CH2:4][NH2:5].[F:18][C:19]([F:35])([F:34])[C:20]1[O:24][N:23]=[C:22]([C:25]2[CH:26]=[C:27]([CH:31]=[CH:32][CH:33]=2)[C:28](O)=[O:29])[N:21]=1. (7) Given the product [C:4]12[CH2:18][CH2:17][C:5]1=[CH:6][CH:7]=[C:2]([N:1]([C:23]1[CH:24]=[CH:25][CH:26]=[CH:27][CH:28]=1)[C:16]1[CH:15]=[CH:14][C:11]3[CH2:12][CH2:13][C:10]=3[CH:9]=1)[CH:3]=2, predict the reactants needed to synthesize it. The reactants are: [NH2:1][C:2]1[CH:7]=[CH:6][CH:5]=[CH:4][CH:3]=1.Br[C:9]1[CH:16]=[CH:15][CH:14]=[C:11]2[CH2:12][CH2:13][C:10]=12.[CH3:17][C:18](C)([O-])C.[Na+].[C:23]1(C)[CH:28]=[CH:27][CH:26]=[CH:25][CH:24]=1. (8) Given the product [C:1]1([C:7]2[CH:37]=[CH:36][C:10]([C:11]([N:13]3[C:19]4[CH:20]=[CH:21][CH:22]=[CH:23][C:18]=4[CH2:17][N:16]4[C:24]([C:27]([N:29]5[CH2:30][CH2:31][N:32]([CH2:35][CH2:56][CH2:55][N:58]([CH3:62])[CH3:59])[CH2:33][CH2:34]5)=[O:28])=[CH:25][CH:26]=[C:15]4[CH2:14]3)=[O:12])=[CH:9][C:8]=2[CH3:38])[CH2:6][CH2:5][CH2:4][CH2:3][CH:2]=1, predict the reactants needed to synthesize it. The reactants are: [C:1]1([C:7]2[CH:37]=[CH:36][C:10]([C:11]([N:13]3[C:19]4[CH:20]=[CH:21][CH:22]=[CH:23][C:18]=4[CH2:17][N:16]4[C:24]([C:27]([N:29]5[CH2:34][CH2:33][N:32]([CH3:35])[CH2:31][CH2:30]5)=[O:28])=[CH:25][CH:26]=[C:15]4[CH2:14]3)=[O:12])=[CH:9][C:8]=2[CH3:38])[CH2:6][CH2:5][CH2:4][CH2:3][CH:2]=1.ON1C2C=CC=CC=2N=N1.Cl.C(N=C=N)C.[CH:55]([N:58]([CH2:62]C)[CH:59](C)C)(C)[CH3:56]. (9) The reactants are: [CH2:1]([C:3]1[C:4]([C:33]2[CH:38]=[CH:37][CH:36]=[CH:35][CH:34]=2)=[C:5]([O:15][C:16]2[CH:21]=[CH:20][C:19](/[CH:22]=[CH:23]/[C:24]([N:26]3[CH2:31][CH2:30][N:29]([CH3:32])[CH2:28][CH2:27]3)=[O:25])=[CH:18][CH:17]=2)[C:6]2[C:11]([CH:12]=1)=[CH:10][C:9]([O:13]C)=[CH:8][CH:7]=2)[CH3:2].B(Br)(Br)Br.C([O-])(O)=O.[Na+]. Given the product [CH2:1]([C:3]1[CH:12]=[C:11]2[C:6]([CH:7]=[CH:8][C:9]([OH:13])=[CH:10]2)=[C:5]([O:15][C:16]2[CH:17]=[CH:18][C:19](/[CH:22]=[CH:23]/[C:24]([N:26]3[CH2:31][CH2:30][N:29]([CH3:32])[CH2:28][CH2:27]3)=[O:25])=[CH:20][CH:21]=2)[C:4]=1[C:33]1[CH:38]=[CH:37][CH:36]=[CH:35][CH:34]=1)[CH3:2], predict the reactants needed to synthesize it. (10) Given the product [CH3:15][C:13]1([CH2:16][NH:17][C:18](=[O:28])[O:19][CH2:20][C:21]2[CH:22]=[CH:23][C:24]([Cl:27])=[CH:25][CH:26]=2)[O:14][C:4]2=[N:8][C:7]([N+:9]([O-:11])=[O:10])=[CH:6][N:5]2[CH2:12]1, predict the reactants needed to synthesize it. The reactants are: [N+]([C:4]1[NH:5][CH:6]=[C:7]([N+:9]([O-:11])=[O:10])[N:8]=1)([O-])=O.[CH3:12][C:13]1([CH2:16][NH:17][C:18](=[O:28])[O:19][CH2:20][C:21]2[CH:26]=[CH:25][C:24]([Cl:27])=[CH:23][CH:22]=2)[CH2:15][O:14]1.C([O-])(=O)C.[Na+].O.